Predict the reactants needed to synthesize the given product. From a dataset of Full USPTO retrosynthesis dataset with 1.9M reactions from patents (1976-2016). Given the product [OH:6][C@@H:5]([C@@H:7]1[N:10]([C:11]2[CH:12]=[CH:13][C:14]([O:17][CH3:18])=[CH:15][CH:16]=2)[C:9](=[O:19])[C@@H:8]1[O:20][Si:21]([CH:25]([CH3:27])[CH3:26])([CH:22]([CH3:24])[CH3:23])[CH:28]([CH3:30])[CH3:29])[CH2:4][OH:3], predict the reactants needed to synthesize it. The reactants are: CC1(C)[O:6][C@@H:5]([C@@H:7]2[N:10]([C:11]3[CH:16]=[CH:15][C:14]([O:17][CH3:18])=[CH:13][CH:12]=3)[C:9](=[O:19])[C@@H:8]2[O:20][Si:21]([CH:28]([CH3:30])[CH3:29])([CH:25]([CH3:27])[CH3:26])[CH:22]([CH3:24])[CH3:23])[CH2:4][O:3]1.O.C1(C)C=CC(S(O)(=O)=O)=CC=1.C(=O)([O-])O.[Na+].